This data is from Catalyst prediction with 721,799 reactions and 888 catalyst types from USPTO. The task is: Predict which catalyst facilitates the given reaction. Reactant: Cl[CH2:2][C:3]1[O:4][C:5](=[O:9])[O:6][C:7]=1[CH3:8].C(O)=[O:11].C(N(CC)CC)C.C(OCC)(=O)C. Product: [OH:11][CH2:2][C:3]1[O:4][C:5](=[O:9])[O:6][C:7]=1[CH3:8]. The catalyst class is: 47.